From a dataset of Forward reaction prediction with 1.9M reactions from USPTO patents (1976-2016). Predict the product of the given reaction. (1) Given the reactants [H-].[Na+].[CH3:3][N:4]([CH3:7])[CH:5]=[O:6].COCCN[C:13]([C:15]1[CH:16]=[C:17]2[C:22](=[CH:23][C:24]=1[O:25][CH3:26])[N:21]=[CH:20][CH:19]=[C:18]2[O:27][C:28]1[CH:29]=[C:30]2[C:34](=[CH:35][CH:36]=1)NC=C2)=[O:14].C1(OC(=O)[NH:45][CH2:46][CH3:47])C=CC=CC=1.[C:49]([O:52][CH2:53][CH3:54])(=O)C, predict the reaction product. The product is: [CH3:49][O:52][CH2:53][CH2:54][C:13]([C:15]1[CH:16]=[C:17]2[C:22](=[CH:23][C:24]=1[O:25][CH3:26])[N:21]=[CH:20][CH:19]=[C:18]2[O:27][C:28]1[CH:36]=[C:35]2[C:7](=[CH:30][CH:29]=1)[N:4]([C:5](=[O:6])[NH:45][CH2:46][CH3:47])[CH:3]=[CH:34]2)=[O:14]. (2) Given the reactants [CH2:1]([CH:8]1[CH2:13][CH2:12][NH:11][CH2:10][CH2:9]1)[C:2]1[CH:7]=[CH:6][CH:5]=[CH:4][CH:3]=1.[CH3:14][C:15]1[CH:16]=[C:17]([N:21]=[C:22]=[O:23])[CH:18]=[CH:19][CH:20]=1, predict the reaction product. The product is: [C:15]1([CH3:14])[CH:20]=[CH:19][CH:18]=[C:17]([NH:21][C:22]([N:11]2[CH2:12][CH2:13][CH:8]([CH2:1][C:2]3[CH:7]=[CH:6][CH:5]=[CH:4][CH:3]=3)[CH2:9][CH2:10]2)=[O:23])[CH:16]=1. (3) Given the reactants [C:1]([O:5][C:6]([N:8]1[CH2:25][CH2:24][C:11]2([N:15]=[C:14]([C:16]3[CH:21]=[CH:20][CH:19]=[C:18](Br)[CH:17]=3)[NH:13][C:12]2=[O:23])[CH2:10][CH2:9]1)=[O:7])([CH3:4])([CH3:3])[CH3:2].[CH3:26][C:27]1[C:31](B(O)O)=[C:30]([CH3:35])[O:29][N:28]=1.[O-]P([O-])([O-])=O.[K+].[K+].[K+], predict the reaction product. The product is: [C:1]([O:5][C:6]([N:8]1[CH2:25][CH2:24][C:11]2([N:15]=[C:14]([C:16]3[CH:21]=[CH:20][CH:19]=[C:18]([C:31]4[C:27]([CH3:26])=[N:28][O:29][C:30]=4[CH3:35])[CH:17]=3)[NH:13][C:12]2=[O:23])[CH2:10][CH2:9]1)=[O:7])([CH3:4])([CH3:3])[CH3:2]. (4) Given the reactants [Br:1][C:2]1[CH:7]=[CH:6][C:5]([N:8]2[CH:12]([C:13]3[CH:18]=[CH:17][CH:16]=[CH:15][C:14]=3[Cl:19])[CH2:11][C:10]([C:20]([OH:22])=O)=[N:9]2)=[CH:4][CH:3]=1.S(Cl)([Cl:25])=O, predict the reaction product. The product is: [Br:1][C:2]1[CH:7]=[CH:6][C:5]([N:8]2[CH:12]([C:13]3[CH:18]=[CH:17][CH:16]=[CH:15][C:14]=3[Cl:19])[CH2:11][C:10]([C:20]([Cl:25])=[O:22])=[N:9]2)=[CH:4][CH:3]=1. (5) Given the reactants [CH3:1][C:2]1[S:6][C:5]([C:7]2[C:8]([N+:14]([O-])=O)=[C:9]([NH2:13])[CH:10]=[N:11][CH:12]=2)=[CH:4][CH:3]=1.[NH4+].[Cl-], predict the reaction product. The product is: [CH3:1][C:2]1[S:6][C:5]([C:7]2[C:8]([NH2:14])=[C:9]([NH2:13])[CH:10]=[N:11][CH:12]=2)=[CH:4][CH:3]=1.